This data is from Reaction yield outcomes from USPTO patents with 853,638 reactions. The task is: Predict the reaction yield, written as a fraction of the theoretical maximum amount of product (1.0 means a 100% yield; for example, 0.34 means a 34% yield). (1) The reactants are [Br:1][C:2]1[CH:7]=[CH:6][C:5]([F:8])=[CH:4][C:3]=1[C:9]1[NH:13][N:12]=[N:11][N:10]=1.IC.[C:16](=O)([O-])[O-].[K+].[K+]. The catalyst is CN(C)C=O. The product is [Br:1][C:2]1[CH:7]=[CH:6][C:5]([F:8])=[CH:4][C:3]=1[C:9]1[N:13]([CH3:16])[NH:12][NH:11][N:10]=1. The yield is 0.330. (2) The reactants are [NH:1]1[C:9]2[C:4](=[CH:5][CH:6]=[C:7]([C:10]([OH:12])=O)[CH:8]=2)[CH:3]=[CH:2]1.C1C=CC2N(O)N=NC=2C=1.CCN=C=NCCCN(C)C.C(N(C(C)C)CC)(C)C.[CH:43]1([NH:49][CH3:50])[CH2:48][CH2:47][CH2:46][CH2:45][CH2:44]1. The catalyst is C1COCC1.O. The product is [CH:43]1([N:49]([CH3:50])[C:10]([C:7]2[CH:8]=[C:9]3[C:4]([CH:3]=[CH:2][NH:1]3)=[CH:5][CH:6]=2)=[O:12])[CH2:48][CH2:47][CH2:46][CH2:45][CH2:44]1. The yield is 0.380. (3) The reactants are [F:1][C:2]([F:19])([F:18])[C:3]1[CH:4]=[C:5]([C:9](=O)[CH2:10][C:11](=O)[C:12]([F:15])([F:14])[F:13])[CH:6]=[CH:7][CH:8]=1.[NH2:20][C:21]1[C:25]([C:26]2[CH:31]=[C:30]([CH3:32])[N:29]=[C:28]([CH3:33])[CH:27]=2)=[CH:24][NH:23][N:22]=1. No catalyst specified. The product is [F:1][C:2]([F:19])([F:18])[C:3]1[CH:4]=[C:5]([C:9]2[CH:10]=[C:11]([C:12]([F:15])([F:14])[F:13])[N:22]3[N:23]=[CH:24][C:25]([C:26]4[CH:31]=[C:30]([CH3:32])[N:29]=[C:28]([CH3:33])[CH:27]=4)=[C:21]3[N:20]=2)[CH:6]=[CH:7][CH:8]=1. The yield is 0.450. (4) The reactants are [NH2:1][C:2]1[CH:3]=[CH:4][CH:5]=[C:6]2[C:10]=1[C:9](=[O:11])[N:8]([CH:12]([C:18]1[CH:23]=[CH:22][C:21]([O:24][CH3:25])=[C:20]([O:26][CH2:27][CH3:28])[CH:19]=1)[CH2:13][S:14]([CH3:17])(=[O:16])=[O:15])[CH2:7]2.[CH:29]1([C:32](Cl)=[O:33])[CH2:31][CH2:30]1.CO. The catalyst is C(O)C. The product is [CH:29]1([C:32]([NH:1][C:2]2[CH:3]=[CH:4][CH:5]=[C:6]3[C:10]=2[C:9](=[O:11])[N:8]([CH:12]([C:18]2[CH:23]=[CH:22][C:21]([O:24][CH3:25])=[C:20]([O:26][CH2:27][CH3:28])[CH:19]=2)[CH2:13][S:14]([CH3:17])(=[O:15])=[O:16])[CH2:7]3)=[O:33])[CH2:31][CH2:30]1. The yield is 0.860. (5) The reactants are Br[C:2]1[CH:7]=[C:6]([C:8]([CH3:11])([CH3:10])[CH3:9])[C:5]([N+:12]([O-:14])=[O:13])=[CH:4][C:3]=1[NH2:15].CCN(CC)CC.[CH3:23][Si:24]([C:27]#[CH:28])([CH3:26])[CH3:25]. The catalyst is C1(C)C=CC=CC=1.O.Cl[Pd](Cl)([P](C1C=CC=CC=1)(C1C=CC=CC=1)C1C=CC=CC=1)[P](C1C=CC=CC=1)(C1C=CC=CC=1)C1C=CC=CC=1.[Cu]I. The product is [C:8]([C:6]1[C:5]([N+:12]([O-:14])=[O:13])=[CH:4][C:3]([NH:15][C:28]#[C:27][Si:24]([CH3:26])([CH3:25])[CH3:23])=[CH:2][CH:7]=1)([CH3:11])([CH3:10])[CH3:9]. The yield is 0.810. (6) The reactants are [CH2:1]([O:4][C:5]1[C:6]([CH2:20][CH3:21])=[C:7]([CH2:15][C:16](OC)=[O:17])[CH:8]=[C:9]([O:11][CH2:12][CH:13]=[CH2:14])[CH:10]=1)[CH:2]=[CH2:3].[H-].C([Al+]CC(C)C)C(C)C.C1(C)C=CC=CC=1.C(C(C(C([O-])=O)O)O)([O-])=O.[Na+].[K+]. The catalyst is ClCCl. The product is [CH2:1]([O:4][C:5]1[C:6]([CH2:20][CH3:21])=[C:7]([CH2:15][CH2:16][OH:17])[CH:8]=[C:9]([O:11][CH2:12][CH:13]=[CH2:14])[CH:10]=1)[CH:2]=[CH2:3]. The yield is 0.970. (7) The reactants are C(N(CC)CC)C.[CH3:8][C:9]([CH3:14])([CH2:12][OH:13])[CH2:10][OH:11].[Si:15](Cl)([C:18]([CH3:21])([CH3:20])[CH3:19])([CH3:17])[CH3:16]. The catalyst is CN(C)C1C=CN=CC=1.O1CCCC1. The product is [C:18]([Si:15]([CH3:17])([CH3:16])[O:11][CH2:10][C:9]([CH3:14])([CH3:8])[CH2:12][OH:13])([CH3:21])([CH3:20])[CH3:19]. The yield is 0.790.